Predict the reactants needed to synthesize the given product. From a dataset of Full USPTO retrosynthesis dataset with 1.9M reactions from patents (1976-2016). (1) Given the product [CH:1]1([CH:4]([C:19]2[CH:24]=[CH:23][CH:22]=[CH:21][CH:20]=2)[N:5]2[CH:9]=[C:8]([OH:25])[CH:7]=[N:6]2)[CH2:3][CH2:2]1.[CH2:4]([N:5]1[CH:9]=[C:8]([OH:25])[CH:7]=[N:6]1)[C:19]1[CH:24]=[CH:23][CH:22]=[CH:21][CH:20]=1, predict the reactants needed to synthesize it. The reactants are: [CH:1]1([CH:4]([C:19]2[CH:24]=[CH:23][CH:22]=[CH:21][CH:20]=2)[N:5]2[CH:9]=[C:8](B3OC(C)(C)C(C)(C)O3)[CH:7]=[N:6]2)[CH2:3][CH2:2]1.[OH-:25].[Na+].OO.O.Cl. (2) The reactants are: [Br:1][C:2]1[CH:3]=[C:4]([O:19][CH3:20])[C:5]([O:10][CH2:11][O:12][CH2:13][CH2:14][Si:15]([CH3:18])([CH3:17])[CH3:16])=[C:6]([CH:9]=1)[CH:7]=[O:8].C1(C)C=CC(S([CH2:30][N+:31]#[C-:32])(=O)=O)=CC=1. Given the product [Br:1][C:2]1[CH:3]=[C:4]([O:19][CH3:20])[C:5]([O:10][CH2:11][O:12][CH2:13][CH2:14][Si:15]([CH3:16])([CH3:18])[CH3:17])=[C:6]([C:7]2[O:8][CH:32]=[N:31][CH:30]=2)[CH:9]=1, predict the reactants needed to synthesize it. (3) The reactants are: [C:1]([O:4][C@H:5]1[C@H:9]([O:10][C:11](=[O:13])[CH3:12])[C@@H:8]([CH2:14][O:15][C:16](=[O:18])[CH3:17])[O:7][C@H:6]1[N:19]1[CH:24]=[CH:23][C:22](=[O:25])[NH:21][C:20]1=[O:26])(=[O:3])[CH3:2].[I:27]I.C(OCC)(=O)C.S(=O)(=O)(O)[O-].[Na+]. Given the product [C:1]([O:4][C@H:5]1[C@H:9]([O:10][C:11](=[O:13])[CH3:12])[C@@H:8]([CH2:14][O:15][C:16](=[O:18])[CH3:17])[O:7][C@H:6]1[N:19]1[CH:24]=[C:23]([I:27])[C:22](=[O:25])[NH:21][C:20]1=[O:26])(=[O:3])[CH3:2], predict the reactants needed to synthesize it. (4) Given the product [Br:1][C:2]1[C:3](=[O:17])[NH:4][C:5](=[O:16])[N:6]([CH2:8][CH2:9][C:10]2[C:15]3[C:14](=[CH:19][CH:20]=[CH:21][CH:22]=3)[CH:13]=[CH:12][CH:11]=2)[N:7]=1, predict the reactants needed to synthesize it. The reactants are: [Br:1][C:2]1[C:3](=[O:17])[NH:4][C:5](=[O:16])[N:6]([CH2:8][CH2:9][C:10]2[CH:15]=[CH:14][CH:13]=[CH:12][CH:11]=2)[N:7]=1.I[CH2:19][CH2:20][C:21]1C2C(=CC=CC=2)C=C[CH:22]=1.C(I)CC1C=CC=CC=1. (5) The reactants are: FC1C=C(C=[CH:9][N+:10]([O-:12])=[O:11])C=CN=1.[CH3:13][O:14][C:15]1[CH:16]=[CH:17][C:18]([CH:21]=O)=[N:19][CH:20]=1. Given the product [CH3:13][O:14][C:15]1[CH:16]=[CH:17][C:18]([CH:21]=[CH:9][N+:10]([O-:12])=[O:11])=[N:19][CH:20]=1, predict the reactants needed to synthesize it. (6) Given the product [Cl:11][CH2:12][C:13]1[CH:14]=[C:15]([CH:19]=[CH:20][CH:21]=1)[C:16]([N:2]([CH3:3])[CH3:1])=[O:17], predict the reactants needed to synthesize it. The reactants are: [CH3:1][NH:2][CH3:3].CCN(CC)CC.[Cl:11][CH2:12][C:13]1[CH:14]=[C:15]([CH:19]=[CH:20][CH:21]=1)[C:16](Cl)=[O:17]. (7) Given the product [Cl:1][C:2]1[CH:3]=[C:4]([O:10][CH2:11][C:12]2[C:22]([F:23])=[CH:21][C:15]([C:16]([OH:18])=[O:17])=[C:14]([F:24])[CH:13]=2)[CH:5]=[N:6][C:7]=1[O:8][CH3:9], predict the reactants needed to synthesize it. The reactants are: [Cl:1][C:2]1[CH:3]=[C:4]([O:10][CH2:11][C:12]2[C:22]([F:23])=[CH:21][C:15]([C:16]([O:18]CC)=[O:17])=[C:14]([F:24])[CH:13]=2)[CH:5]=[N:6][C:7]=1[O:8][CH3:9].[OH-].[Li+].Cl. (8) Given the product [N:29]([C@@H:32]1[C@H:36]([OH:37])[C@@H:35]([CH2:38][OH:39])[O:34][C@H:33]1[N:40]1[C:49]2[N:48]=[CH:47][N:46]=[C:44]([NH2:45])[C:43]=2[N:42]=[CH:41]1)=[N+:30]=[N-:31].[NH2:29][C@@H:32]1[C@H:36]([OH:37])[C@@H:35]([CH2:38][OH:39])[O:34][C@H:33]1[N:40]1[C:49]2[N:48]=[CH:47][N:46]=[C:44]([NH2:45])[C:43]=2[N:42]=[CH:41]1.[C@@H:33]1([N:74]2[C:75]3[N:76]=[C:68]([NH2:67])[NH:69][C:70](=[O:77])[C:71]=3[N:72]=[CH:73]2)[O:34][C@H:35]([CH2:38][OH:39])[C@@H:36]([OH:37])[C@H:32]1[OH:3], predict the reactants needed to synthesize it. The reactants are: C([O-])(=[O:3])C.C(NC1N=CN=C2C=1NC=N2)(=O)CCCCCCC.Cl[Sn](Cl)(Cl)Cl.[N:29]([C@@H:32]1[C@H:36]([OH:37])[C@@H:35]([CH2:38][OH:39])[O:34][C@H:33]1[N:40]1[C:49]2[N:48]=[CH:47][N:46]=[C:44]([NH2:45])[C:43]=2[N:42]=[CH:41]1)=[N+:30]=[N-:31].C([NH:67][C:68]1[NH:69][C:70](=[O:77])[C:71]2[NH:72][CH:73]=[N:74][C:75]=2[N:76]=1)(=O)CCCCCCCCCCCCCCC. (9) Given the product [I:8][C:9]1[C:17]2[C:6](=[CH:13][C:14]([C:18]([O:20][CH3:21])=[O:19])=[CH:15][CH:16]=2)[N:4]([CH3:5])[N:10]=1, predict the reactants needed to synthesize it. The reactants are: CI.C[N:4]([CH:6]=O)[CH3:5].[I:8][C:9]1[C:17]2C(=[CH:13][C:14]([C:18]([O:20][CH2:21]C)=[O:19])=[CH:15][CH:16]=2)N[N:10]=1.C([O-])([O-])=O.[K+].[K+]. (10) Given the product [Cl:12][C:10]1[C:9]2[C:4](=[N:5][CH:6]=[CH:7][CH:8]=2)[N:3]=[C:2]([CH:13]=[CH2:14])[CH:11]=1, predict the reactants needed to synthesize it. The reactants are: Cl[C:2]1[CH:11]=[C:10]([Cl:12])[C:9]2[C:4](=[N:5][CH:6]=[CH:7][CH:8]=2)[N:3]=1.[CH:13]([B-](F)(F)F)=[CH2:14].[K+].CCN(C(C)C)C(C)C.C(OCC)(=O)C.